Dataset: Forward reaction prediction with 1.9M reactions from USPTO patents (1976-2016). Task: Predict the product of the given reaction. (1) Given the reactants F[C:2]1[CH:3]=[C:4]2[C:8](=[CH:9][CH:10]=1)[NH:7][C:6](=[O:11])[CH2:5]2.[Si](OS(C(F)(F)F)(=O)=O)(C)(C)C, predict the reaction product. The product is: [NH:7]1[CH:6]=[CH:5][CH:4]=[C:8]1[CH:9]=[C:5]1[C:4]2[C:8](=[CH:9][CH:10]=[CH:2][CH:3]=2)[NH:7][C:6]1=[O:11]. (2) The product is: [C:1]([C:5]1[N:6]([CH2:18][CH:19]2[CH2:24][CH2:23][CH2:22][CH2:21][CH2:20]2)[CH:7]=[C:8]([C:10]2[CH:11]=[C:28]([CH:15]=[CH:16][CH:17]=2)[C:27]([OH:25])=[O:29])[N:9]=1)([CH3:4])([CH3:3])[CH3:2]. Given the reactants [C:1]([C:5]1[N:6]([CH2:18][CH:19]2[CH2:24][CH2:23][CH2:22][CH2:21][CH2:20]2)[CH:7]=[C:8]([C:10]2[CH:11]=C([CH:15]=[CH:16][CH:17]=2)C#N)[N:9]=1)([CH3:4])([CH3:3])[CH3:2].[OH-:25].[Na+].[CH2:27]([OH:29])[CH3:28], predict the reaction product.